This data is from Reaction yield outcomes from USPTO patents with 853,638 reactions. The task is: Predict the reaction yield, written as a fraction of the theoretical maximum amount of product (1.0 means a 100% yield; for example, 0.34 means a 34% yield). (1) The reactants are [OH-].[Li+].[Cl:3][C:4]1[CH:5]=[C:6]([NH:10][C:11]2[S:12][C:13]([C:16]3[CH:17]=[C:18]4[C:23](=[CH:24][CH:25]=3)[C:22](=[O:26])[C:21]([CH2:32][C:33]([O:35]C)=[O:34])([CH2:27][C:28]([F:31])([F:30])[F:29])[CH2:20][CH2:19]4)=[CH:14][N:15]=2)[CH:7]=[CH:8][CH:9]=1. The catalyst is C(O)C.O. The product is [Cl:3][C:4]1[CH:5]=[C:6]([NH:10][C:11]2[S:12][C:13]([C:16]3[CH:17]=[C:18]4[C:23](=[CH:24][CH:25]=3)[C:22](=[O:26])[C:21]([CH2:32][C:33]([OH:35])=[O:34])([CH2:27][C:28]([F:31])([F:30])[F:29])[CH2:20][CH2:19]4)=[CH:14][N:15]=2)[CH:7]=[CH:8][CH:9]=1. The yield is 0.590. (2) The reactants are Br[C:2]1[CH:11]=[CH:10][CH:9]=[C:8]2[C:3]=1[CH:4]=[C:5]([Cl:12])[N:6]=[CH:7]2.CC([O-])=O.[K+].C(Cl)Cl.[B:21]1([B:21]2[O:25][C:24]([CH3:27])([CH3:26])[C:23]([CH3:29])([CH3:28])[O:22]2)[O:25][C:24]([CH3:27])([CH3:26])[C:23]([CH3:29])([CH3:28])[O:22]1. The catalyst is CN(C=O)C.C1C=CC(P(C2C=CC=CC=2)[C-]2C=CC=C2)=CC=1.C1C=CC(P(C2C=CC=CC=2)[C-]2C=CC=C2)=CC=1.Cl[Pd]Cl.[Fe+2]. The product is [Cl:12][C:5]1[N:6]=[CH:7][C:8]2[C:3]([CH:4]=1)=[C:2]([B:21]1[O:25][C:24]([CH3:27])([CH3:26])[C:23]([CH3:29])([CH3:28])[O:22]1)[CH:11]=[CH:10][CH:9]=2. The yield is 0.410. (3) The catalyst is C(O)C. The yield is 0.420. The reactants are [N+:1]([C:4]1[CH:5]=[C:6]2[C:10](=[CH:11][CH:12]=1)[NH:9][CH:8]=[CH:7]2)([O-:3])=[O:2].N1CCCC1.[CH2:18]([N:20]1[CH2:25][CH2:24][C:23](=O)[CH2:22][CH2:21]1)[CH3:19]. The product is [CH2:18]([N:20]1[CH2:21][CH:22]=[C:23]([C:7]2[C:6]3[C:10](=[CH:11][CH:12]=[C:4]([N+:1]([O-:3])=[O:2])[CH:5]=3)[NH:9][CH:8]=2)[CH2:24][CH2:25]1)[CH3:19]. (4) The product is [Br:3][C:4]1[CH:12]=[C:11]2[C:7]([CH:8]=[CH:9][N:10]2[CH2:14][CH2:15][OH:16])=[CH:6][CH:5]=1. The yield is 0.560. The reactants are [OH-].[K+].[Br:3][C:4]1[CH:12]=[C:11]2[C:7]([CH:8]=[CH:9][NH:10]2)=[CH:6][CH:5]=1.Br[CH2:14][CH2:15][OH:16].O. The catalyst is CS(C)=O. (5) The reactants are C([O:5][C:6](=[O:22])[CH2:7][C@@H:8]([CH2:19][CH2:20][CH3:21])[C:9]([O:11][CH2:12][C:13]1[CH:18]=[CH:17][CH:16]=[CH:15][CH:14]=1)=[O:10])(C)(C)C.FC(F)(F)C(O)=O. The catalyst is C(Cl)Cl. The product is [CH2:12]([O:11][C:9](=[O:10])[C@H:8]([CH2:19][CH2:20][CH3:21])[CH2:7][C:6]([OH:22])=[O:5])[C:13]1[CH:18]=[CH:17][CH:16]=[CH:15][CH:14]=1. The yield is 0.990. (6) The reactants are C[O:2][C:3](=[O:34])[C@H:4]([CH2:12][C:13]1[CH:18]=[C:17]([Cl:19])[C:16]([O:20][C:21]2[CH:30]=[CH:29][C:28]3[C:23](=[CH:24][CH:25]=[C:26]([O:31]C)[CH:27]=3)[CH:22]=2)=[C:15]([Cl:33])[CH:14]=1)[NH:5]C(=O)C(F)(F)F.Br.C(O)(=O)C.[OH-].[Na+]. The catalyst is O. The product is [Cl:19][C:17]1[CH:18]=[C:13]([CH:14]=[C:15]([Cl:33])[C:16]=1[O:20][C:21]1[CH:30]=[CH:29][C:28]2[C:23](=[CH:24][CH:25]=[C:26]([OH:31])[CH:27]=2)[CH:22]=1)[CH2:12][C@@H:4]([C:3]([OH:34])=[O:2])[NH2:5]. The yield is 0.760.